From a dataset of Catalyst prediction with 721,799 reactions and 888 catalyst types from USPTO. Predict which catalyst facilitates the given reaction. Reactant: C([O:8][C:9]1[CH:14]=[CH:13][C:12]([F:15])=[CH:11][C:10]=1[CH:16]([C:18]1[CH:23]=[CH:22][C:21]([O:24][CH3:25])=[CH:20][CH:19]=1)O)C1C=CC=CC=1.Cl. Product: [F:15][C:12]1[CH:13]=[CH:14][C:9]([OH:8])=[C:10]([CH2:16][C:18]2[CH:23]=[CH:22][C:21]([O:24][CH3:25])=[CH:20][CH:19]=2)[CH:11]=1. The catalyst class is: 293.